Dataset: Reaction yield outcomes from USPTO patents with 853,638 reactions. Task: Predict the reaction yield, written as a fraction of the theoretical maximum amount of product (1.0 means a 100% yield; for example, 0.34 means a 34% yield). (1) The reactants are [C:1]([NH:4][C@H:5]([CH2:9][O:10][CH3:11])[C:6]([OH:8])=O)(=[O:3])[CH3:2].ClC(OCC(C)C)=O.CN1CCOCC1.[CH2:27]([NH2:34])[C:28]1[CH:33]=[CH:32][CH:31]=[CH:30][CH:29]=1. The catalyst is O1CCCC1. The product is [C:1]([NH:4][C@H:5]([CH2:9][O:10][CH3:11])[C:6]([NH:34][CH2:27][C:28]1[CH:33]=[CH:32][CH:31]=[CH:30][CH:29]=1)=[O:8])(=[O:3])[CH3:2]. The yield is 0.570. (2) The reactants are C(=O)([O-])[O-:2].[K+].[K+].[CH:7]1([N:10]2[CH:14]=[C:13]([O:15][C:16]3[CH:21]=[CH:20][N:19]=[C:18]([NH:22][C:23]4[CH:30]=[CH:29][C:26]([C:27]#[N:28])=[CH:25][CH:24]=4)[CH:17]=3)[C:12]([CH:31]3[CH2:36][CH2:35][O:34][CH2:33][CH2:32]3)=[N:11]2)[CH2:9][CH2:8]1.OO. The catalyst is CS(C)=O.O. The product is [CH:7]1([N:10]2[CH:14]=[C:13]([O:15][C:16]3[CH:21]=[CH:20][N:19]=[C:18]([NH:22][C:23]4[CH:30]=[CH:29][C:26]([C:27]([NH2:28])=[O:2])=[CH:25][CH:24]=4)[CH:17]=3)[C:12]([CH:31]3[CH2:36][CH2:35][O:34][CH2:33][CH2:32]3)=[N:11]2)[CH2:9][CH2:8]1. The yield is 0.459. (3) The reactants are C[Si](C)(C)CC[O:5][NH:6][C:7]([C@H:9]1[CH2:13][N:12]([CH2:14][C:15]2[CH:20]=[CH:19][C:18]([O:21][C:22]3[CH:27]=[CH:26][C:25]([F:28])=[CH:24][CH:23]=3)=[CH:17][CH:16]=2)[C:11](=[O:29])[NH:10]1)=[O:8].B(F)(F)F.CCOCC. The catalyst is C(Cl)Cl. The product is [OH:5][NH:6][C:7]([C@H:9]1[CH2:13][N:12]([CH2:14][C:15]2[CH:16]=[CH:17][C:18]([O:21][C:22]3[CH:27]=[CH:26][C:25]([F:28])=[CH:24][CH:23]=3)=[CH:19][CH:20]=2)[C:11](=[O:29])[NH:10]1)=[O:8]. The yield is 0.470.